From a dataset of Full USPTO retrosynthesis dataset with 1.9M reactions from patents (1976-2016). Predict the reactants needed to synthesize the given product. (1) Given the product [C:25]([C:7]1[C:8]2[C:13](=[CH:12][CH:11]=[C:10]([O:16][C:17]3[CH:22]=[CH:21][CH:20]=[CH:19][CH:18]=3)[CH:9]=2)[C:14]([OH:15])=[C:5]([C:3]([NH:28][CH2:29][C@@:30]([OH:35])([CH3:34])[C:31]([O:33][CH3:36])=[O:32])=[O:2])[N:6]=1)#[N:26], predict the reactants needed to synthesize it. The reactants are: C[O:2][C:3]([C:5]1[N:6]=[C:7]([C:25]#[N:26])[C:8]2[C:13]([C:14]=1[OH:15])=[CH:12][CH:11]=[C:10]([O:16][C:17]1[CH:22]=[CH:21][CH:20]=[CH:19][C:18]=1OC)[CH:9]=2)=O.Cl.[NH2:28][CH2:29][C@@:30]([OH:35])([CH3:34])[C:31]([OH:33])=[O:32].[CH3:36][O-].[Na+]. (2) Given the product [CH2:34]([O:36][C:37]([C:38]1[CH:7]([C:6]2[CH:9]=[CH:10][CH:11]=[C:4]([N+:1]([O-:3])=[O:2])[CH:5]=2)[C:24]2[C:23](=[O:28])[CH2:22][CH:21]([C:14]3[C:15]([CH3:20])=[CH:16][C:17]([CH3:19])=[CH:18][C:13]=3[CH3:12])[CH2:26][C:25]=2[NH:52][C:39]=1[CH3:40])=[O:42])[CH3:35], predict the reactants needed to synthesize it. The reactants are: [N+:1]([C:4]1[CH:5]=[C:6]([CH:9]=[CH:10][CH:11]=1)[CH:7]=O)([O-:3])=[O:2].[CH3:12][C:13]1[CH:18]=[C:17]([CH3:19])[CH:16]=[C:15]([CH3:20])[C:14]=1[CH:21]1[CH2:26][C:25](=O)[CH2:24][C:23](=[O:28])[CH2:22]1.C([O-])(=O)C.[NH4+].[CH2:34]([O:36][C:37](=[O:42])[CH2:38][C:39](=O)[CH3:40])[CH3:35].F[B-](F)(F)F.C([N+:52]1C=CN(C)C=1)CCC. (3) Given the product [C:6]1(=[O:7])[O:8][CH2:9][CH2:14][O:13][C:1](=[O:12])[C:2]2[CH:11]=[CH:10][C:5]1=[CH:4][CH:3]=2, predict the reactants needed to synthesize it. The reactants are: [C:1]([O:13][CH3:14])(=[O:12])[C:2]1[CH:11]=[CH:10][C:5]([C:6]([O:8][CH3:9])=[O:7])=[CH:4][CH:3]=1.C(O)CO.O=[Sb]O[Sb]=O. (4) The reactants are: [NH:1]1[CH2:6][CH2:5][CH:4]([NH:7][C:8](=[O:14])[O:9][C:10]([CH3:13])([CH3:12])[CH3:11])[CH2:3][CH2:2]1.C(=O)(O)[O-].[Na+].[C:20](Cl)(=[O:31])[O:21][CH2:22][C:23]1[CH:28]=[C:27]([Cl:29])[CH:26]=[C:25]([Cl:30])[CH:24]=1. Given the product [C:10]([O:9][C:8]([NH:7][CH:4]1[CH2:3][CH2:2][N:1]([C:20]([O:21][CH2:22][C:23]2[CH:24]=[C:25]([Cl:30])[CH:26]=[C:27]([Cl:29])[CH:28]=2)=[O:31])[CH2:6][CH2:5]1)=[O:14])([CH3:11])([CH3:13])[CH3:12], predict the reactants needed to synthesize it. (5) Given the product [F:16][C:17]1[CH:22]=[C:21]([F:23])[CH:20]=[CH:19][C:18]=1[C:24]1[CH:29]=[CH:28][CH:27]=[C:26]([N:30]2[CH2:31][CH2:32][N:33]([C:8]([NH:7][C:6]3[N:2]([CH3:1])[N:3]=[CH:4][CH:5]=3)=[O:15])[CH2:34][CH2:35]2)[CH:25]=1, predict the reactants needed to synthesize it. The reactants are: [CH3:1][N:2]1[C:6]([NH:7][C:8](=[O:15])OCC(Cl)(Cl)Cl)=[CH:5][CH:4]=[N:3]1.[F:16][C:17]1[CH:22]=[C:21]([F:23])[CH:20]=[CH:19][C:18]=1[C:24]1[CH:29]=[CH:28][CH:27]=[C:26]([N:30]2[CH2:35][CH2:34][NH:33][CH2:32][CH2:31]2)[CH:25]=1.